From a dataset of Forward reaction prediction with 1.9M reactions from USPTO patents (1976-2016). Predict the product of the given reaction. (1) Given the reactants [NH2:1][C:2]1[N:7]([CH2:8][CH3:9])[C:6](=[O:10])[N:5]([CH2:11][C:12]#[CH:13])[C:4](=[O:14])[CH:3]=1.[N:15]([O-])=[O:16].[Na+], predict the reaction product. The product is: [NH2:1][C:2]1[N:7]([CH2:8][CH3:9])[C:6](=[O:10])[N:5]([CH2:11][C:12]#[CH:13])[C:4](=[O:14])[C:3]=1[N:15]=[O:16]. (2) Given the reactants [CH3:1][N:2]1[C:10]2[C:5](=[CH:6][CH:7]=[CH:8][CH:9]=2)[C:4]([CH2:11][OH:12])=[N:3]1.CC(OI1(OC(C)=O)(OC(C)=O)OC(=O)C2C=CC=CC1=2)=O.C(OCC)C.[OH-].[Na+], predict the reaction product. The product is: [CH3:1][N:2]1[C:10]2[C:5](=[CH:6][CH:7]=[CH:8][CH:9]=2)[C:4]([CH:11]=[O:12])=[N:3]1. (3) Given the reactants [Cl:1][C:2]1[CH:3]=[C:4]([NH:9][C:10]([NH:12][C:13](=[O:20])[C:14]2[CH:19]=[CH:18][CH:17]=[CH:16][CH:15]=2)=[S:11])[CH:5]=[C:6]([Cl:8])[CH:7]=1.I[CH2:22]I.C(N(CC)CC)C, predict the reaction product. The product is: [Cl:1][C:2]1[CH:3]=[C:4]([N:9]2[CH2:22][S:11]/[C:10]/2=[N:12]\[C:13](=[O:20])[C:14]2[CH:15]=[CH:16][CH:17]=[CH:18][CH:19]=2)[CH:5]=[C:6]([Cl:8])[CH:7]=1. (4) Given the reactants [Na:1].[CH3:2][C:3]1[C:4]([CH2:20][S:21]([C:23]2[NH:27][C:26]3[CH:28]=[CH:29][CH:30]=[CH:31][C:25]=3[N:24]=2)=[O:22])=[N:5][CH:6]=[CH:7][C:8]=1[O:9][CH2:10]CC1(CCC)OCCO1.ClC1C=C[N+]([O-])=C(C)C=1C.[F:42][CH2:43][C:44]1(CO)[O:48][CH2:47][CH2:46][O:45]1, predict the reaction product. The product is: [Na:1].[F:42][CH2:43][C:44]1([CH2:10][O:9][C:8]2[CH:7]=[CH:6][N:5]=[C:4]([CH2:20][S:21]([C:23]3[NH:24][C:25]4[CH:31]=[CH:30][CH:29]=[CH:28][C:26]=4[N:27]=3)=[O:22])[C:3]=2[CH3:2])[O:48][CH2:47][CH2:46][O:45]1. (5) Given the reactants [Cl-:1].[CH3:2][N+:3]1([CH3:14])[CH2:13][CH2:12][C:6]2([O:10][C:9](=[O:11])[NH:8][CH2:7]2)[CH2:5][CH2:4]1.C(O[Cl:20])(C)(C)C, predict the reaction product. The product is: [Cl-:20].[Cl:1][N:8]1[CH2:7][C:6]2([CH2:12][CH2:13][N+:3]([CH3:2])([CH3:14])[CH2:4][CH2:5]2)[O:10][C:9]1=[O:11].